This data is from NCI-60 drug combinations with 297,098 pairs across 59 cell lines. The task is: Regression. Given two drug SMILES strings and cell line genomic features, predict the synergy score measuring deviation from expected non-interaction effect. (1) Cell line: CCRF-CEM. Drug 2: C(CCl)NC(=O)N(CCCl)N=O. Synergy scores: CSS=1.07, Synergy_ZIP=1.89, Synergy_Bliss=1.07, Synergy_Loewe=-0.682, Synergy_HSA=-0.785. Drug 1: COC1=C2C(=CC3=C1OC=C3)C=CC(=O)O2. (2) Drug 1: C1CC(=O)NC(=O)C1N2C(=O)C3=CC=CC=C3C2=O. Drug 2: COCCOC1=C(C=C2C(=C1)C(=NC=N2)NC3=CC=CC(=C3)C#C)OCCOC.Cl. Cell line: NCI-H522. Synergy scores: CSS=20.2, Synergy_ZIP=-8.39, Synergy_Bliss=-5.04, Synergy_Loewe=-19.6, Synergy_HSA=-3.56. (3) Drug 1: CCC1(C2=C(COC1=O)C(=O)N3CC4=CC5=C(C=CC(=C5CN(C)C)O)N=C4C3=C2)O.Cl. Drug 2: CC1C(C(CC(O1)OC2CC(CC3=C2C(=C4C(=C3O)C(=O)C5=CC=CC=C5C4=O)O)(C(=O)C)O)N)O. Cell line: UACC-257. Synergy scores: CSS=55.7, Synergy_ZIP=-3.62, Synergy_Bliss=-0.746, Synergy_Loewe=1.06, Synergy_HSA=2.13. (4) Drug 1: CC(CN1CC(=O)NC(=O)C1)N2CC(=O)NC(=O)C2. Drug 2: C1=NC(=NC(=O)N1C2C(C(C(O2)CO)O)O)N. Cell line: LOX IMVI. Synergy scores: CSS=33.9, Synergy_ZIP=-9.99, Synergy_Bliss=-3.00, Synergy_Loewe=0.767, Synergy_HSA=0.534.